From a dataset of Full USPTO retrosynthesis dataset with 1.9M reactions from patents (1976-2016). Predict the reactants needed to synthesize the given product. (1) Given the product [Si:14]([O:31][CH2:32][C@@H:33]1[C@@H:37]2[C@@H:36]([O:40][C:39]([CH3:42])([CH3:41])[O:38]2)[CH:35]([CH2:5][C:3]#[N:4])[O:34]1)([C:27]([CH3:30])([CH3:28])[CH3:29])([C:21]1[CH:22]=[CH:23][CH:24]=[CH:25][CH:26]=1)[C:15]1[CH:20]=[CH:19][CH:18]=[CH:17][CH:16]=1, predict the reactants needed to synthesize it. The reactants are: [H-].[Na+].[C:3]([CH2:5]P(=O)(OCC)OCC)#[N:4].[Si:14]([O:31][CH2:32][C@@H:33]1[C@H:37]2[O:38][C:39]([CH3:42])([CH3:41])[O:40][C@H:36]2[CH:35](O)[O:34]1)([C:27]([CH3:30])([CH3:29])[CH3:28])([C:21]1[CH:26]=[CH:25][CH:24]=[CH:23][CH:22]=1)[C:15]1[CH:20]=[CH:19][CH:18]=[CH:17][CH:16]=1.COC(C)(C)C. (2) The reactants are: C1(P(C2C=CC=CC=2)C2C=CC=CC=2)C=CC=CC=1.N1C=CN=C1.[I:25]I.[F:27][C:28]([F:37])([C:33]([F:36])([F:35])[F:34])[CH:29]=[CH:30][CH2:31]O. Given the product [F:27][C:28]([F:37])([C:33]([F:36])([F:35])[F:34])[CH2:29][CH2:30][CH2:31][I:25], predict the reactants needed to synthesize it. (3) Given the product [CH2:1]([O:8][C:9]([NH:11][C@@H:12]([CH2:16][C:17]1[CH:18]=[CH:19][C:20]([C:23]2[N:28]=[CH:27][C:26]([Br:29])=[CH:25][N:24]=2)=[CH:21][CH:22]=1)[C:13]([NH:31][C@@H:32]([C:33]([O:35][C:36]([CH3:39])([CH3:38])[CH3:37])=[O:34])[CH3:40])=[O:15])=[O:10])[C:2]1[CH:7]=[CH:6][CH:5]=[CH:4][CH:3]=1, predict the reactants needed to synthesize it. The reactants are: [CH2:1]([O:8][C:9]([NH:11][C@@H:12]([CH2:16][C:17]1[CH:22]=[CH:21][C:20]([C:23]2[N:28]=[CH:27][C:26]([Br:29])=[CH:25][N:24]=2)=[CH:19][CH:18]=1)[C:13]([OH:15])=O)=[O:10])[C:2]1[CH:7]=[CH:6][CH:5]=[CH:4][CH:3]=1.Cl.[NH2:31][C@H:32]([CH3:40])[C:33]([O:35][C:36]([CH3:39])([CH3:38])[CH3:37])=[O:34].CCN(C(C)C)C(C)C.CN(C(ON1N=NC2C=CC=NC1=2)=[N+](C)C)C.F[P-](F)(F)(F)(F)F. (4) Given the product [CH3:24][C:22]([O:25][C:26](=[O:72])[C@H:27]([CH2:67][CH2:68][CH2:69][CH2:70][NH:71][C:1](=[O:19])[CH2:2][CH2:3][CH2:4][CH2:5][CH2:6][CH2:7][CH2:8][CH2:9][CH2:10][CH2:11][CH2:12][CH2:13][CH2:14][CH2:15][CH2:16][CH2:17][CH3:18])[N:28]([CH2:29][CH2:30][N:31]([CH2:40][C:41]([O:42][C:43]([CH3:46])([CH3:45])[CH3:44])=[O:47])[CH2:32][C:33](=[O:39])[O:34][C:35]([CH3:36])([CH3:37])[CH3:38])[CH2:48][CH2:49][N:50]([CH2:51][C:52](=[O:58])[O:53][C:54]([CH3:55])([CH3:56])[CH3:57])[CH2:59][C:60](=[O:61])[O:62][C:63]([CH3:64])([CH3:65])[CH3:66])([CH3:21])[CH3:23], predict the reactants needed to synthesize it. The reactants are: [C:1](Cl)(=[O:19])[CH2:2][CH2:3][CH2:4][CH2:5][CH2:6][CH2:7][CH2:8][CH2:9][CH2:10][CH2:11][CH2:12][CH2:13][CH2:14][CH2:15][CH2:16][CH2:17][CH3:18].[CH3:21][C:22]([O:25][C:26](=[O:72])[C@H:27]([CH2:67][CH2:68][CH2:69][CH2:70][NH2:71])[N:28]([CH2:48][CH2:49][N:50]([CH2:59][C:60]([O:62][C:63]([CH3:66])([CH3:65])[CH3:64])=[O:61])[CH2:51][C:52](=[O:58])[O:53][C:54]([CH3:57])([CH3:56])[CH3:55])[CH2:29][CH2:30][N:31]([CH2:40][C:41](=[O:47])[O:42][C:43]([CH3:46])([CH3:45])[CH3:44])[CH2:32][C:33](=[O:39])[O:34][C:35]([CH3:38])([CH3:37])[CH3:36])([CH3:24])[CH3:23].